From a dataset of Full USPTO retrosynthesis dataset with 1.9M reactions from patents (1976-2016). Predict the reactants needed to synthesize the given product. (1) Given the product [Br:1][C:2]1[CH:23]=[CH:22][C:5](/[CH:6]=[CH:7]\[C:8]2[CH:13]=[CH:12][CH:11]=[CH:10][C:9]=2[NH:14][C:15](=[O:21])[O:16][C:17]([CH3:20])([CH3:19])[CH3:18])=[C:4]([CH:24]=[O:25])[CH:3]=1, predict the reactants needed to synthesize it. The reactants are: [Br:1][C:2]1[CH:23]=[CH:22][C:5](/[CH:6]=[CH:7]\[C:8]2[CH:13]=[CH:12][CH:11]=[CH:10][C:9]=2[NH:14][C:15](=[O:21])[O:16][C:17]([CH3:20])([CH3:19])[CH3:18])=[C:4]([CH2:24][OH:25])[CH:3]=1.CC(OI1(OC(C)=O)(OC(C)=O)OC(=O)C2C=CC=CC1=2)=O.C([O-])(O)=O.[Na+]. (2) Given the product [Br:1][C:2]1[CH:9]=[C:6]([CH2:7][OH:8])[CH:5]=[N:4][CH:3]=1, predict the reactants needed to synthesize it. The reactants are: [Br:1][C:2]1[CH:3]=[N:4][CH:5]=[C:6]([CH:9]=1)[CH:7]=[O:8].[BH4-].[Na+]. (3) Given the product [C:17]([O:21][C:22](=[O:32])[CH2:23][O:24][CH:25]1[CH2:30][CH2:29][CH2:28][CH:27]([NH:31][C:33]2[C:16]3[CH:3]=[C:4]([C:5]4[CH:6]=[CH:8][CH:13]=[CH:12][CH:11]=4)[O:14][C:15]=3[N:44]=[CH:40][N:36]=2)[CH2:26]1)([CH3:20])([CH3:18])[CH3:19], predict the reactants needed to synthesize it. The reactants are: ClC1N=[C:6]([C:8]2[CH:13]=[CH:12][CH:11]=CC=2)[CH:5]=[C:4]2[O:14][CH:15]=[CH:16][C:3]=12.[C:17]([O:21][C:22](=[O:32])[CH2:23][O:24][C@H:25]1[CH2:30][CH2:29][CH2:28][C@H:27]([NH2:31])[CH2:26]1)([CH3:20])([CH3:19])[CH3:18].[CH:33]([N:36]([CH2:40]C)C(C)C)(C)C.O.C[N:44](C=O)C. (4) Given the product [CH:34]([N:8]([CH2:6][C:5]1[CH:4]=[CH:3][C:2]([O:1][CH2:40][CH2:41][N:43]([CH2:45][CH2:46][O:47][CH3:48])[CH3:44])=[CH:38][CH:37]=1)[C:9]1[CH:14]=[C:13]([O:15][CH3:16])[CH:12]=[CH:11][C:10]=1[CH:17]1[CH2:26][CH2:25][C:24]2[CH:23]=[C:22]([OH:27])[CH:21]=[CH:20][C:19]=2[CH2:18]1)([CH3:36])[CH3:35], predict the reactants needed to synthesize it. The reactants are: [OH:1][C:2]1[CH:38]=[CH:37][C:5]([C:6]([N:8]([CH:34]([CH3:36])[CH3:35])[C:9]2[CH:14]=[C:13]([O:15][CH3:16])[CH:12]=[CH:11][C:10]=2[CH:17]2[CH2:26][CH2:25][C:24]3[CH:23]=[C:22]([O:27]C(=O)C(C)(C)C)[CH:21]=[CH:20][C:19]=3[CH2:18]2)=O)=[CH:4][CH:3]=1.Cl[CH2:40][C:41]([N:43]([CH2:45][CH2:46][O:47][CH3:48])[CH3:44])=O. (5) Given the product [NH2:1][C:2]1[N:3]=[C:4]([C:13]2[O:14][C:15]([CH3:18])=[CH:16][CH:17]=2)[C:5]([C:11]#[N:12])=[C:6]([O:27][CH2:26][C:24]2[CH:23]=[CH:22][CH:21]=[C:20]([CH3:19])[N:25]=2)[N:7]=1, predict the reactants needed to synthesize it. The reactants are: [NH2:1][C:2]1[N:7]=[C:6](S(C)=O)[C:5]([C:11]#[N:12])=[C:4]([C:13]2[O:14][C:15]([CH3:18])=[CH:16][CH:17]=2)[N:3]=1.[CH3:19][C:20]1[N:25]=[C:24]([CH2:26][OH:27])[CH:23]=[CH:22][CH:21]=1.C1CCN2C(=NCCC2)CC1. (6) Given the product [Cl:1][C:2]1[CH:7]=[CH:6][C:5]([N:8]2[CH2:13][CH2:12][CH:11]([C:14]([OH:16])=[O:15])[CH2:10][CH2:9]2)=[CH:4][C:3]=1[O:21][CH3:22], predict the reactants needed to synthesize it. The reactants are: [Cl:1][C:2]1[CH:7]=[CH:6][C:5]([N:8]2[CH2:13][CH2:12][CH:11]([C:14]([O:16]C(C)(C)C)=[O:15])[CH2:10][CH2:9]2)=[CH:4][C:3]=1[O:21][CH3:22].FC(F)(F)C(O)=O. (7) Given the product [C:1]([O:5][C:6]([NH:8][CH:9]=[N:10][C:11]1[S:12][C:13]([S:29][CH3:30])=[C:14]([C:16]2[N:17]=[C:18]([NH:21][C:22]3[CH:23]=[CH:24][CH:25]=[C:26]([O:32][CH2:38][C:39](=[O:40])[NH2:41])[CH:27]=3)[S:19][CH:20]=2)[CH:15]=1)=[O:7])([CH3:4])([CH3:2])[CH3:3], predict the reactants needed to synthesize it. The reactants are: [C:1]([O:5][C:6]([NH:8][CH:9]=[N:10][C:11]1[S:12][C:13]([S:29][CH3:30])=[C:14]([C:16]2[N:17]=[C:18]([NH:21][C:22]3[CH:27]=[CH:26][C:25](O)=[CH:24][CH:23]=3)[S:19][CH:20]=2)[CH:15]=1)=[O:7])([CH3:4])([CH3:3])[CH3:2].C([O-])([O-])=[O:32].[Cs+].[Cs+].Br[CH2:38][C:39]([NH2:41])=[O:40]. (8) Given the product [Cl:12][C:13]1[CH:14]=[C:15]([CH:16]=[CH:17][CH:18]=1)[O:19][C:9]1[C:8]([F:11])=[CH:7][C:4]([CH:5]=[O:6])=[CH:3][C:2]=1[F:1], predict the reactants needed to synthesize it. The reactants are: [F:1][C:2]1[CH:3]=[C:4]([CH:7]=[C:8]([F:11])[C:9]=1F)[CH:5]=[O:6].[Cl:12][C:13]1[CH:14]=[C:15]([OH:19])[CH:16]=[CH:17][CH:18]=1. (9) Given the product [F:10][C:9]1[C:2]([F:1])=[C:3]2[C:4]([CH:5]=[CH:23][CH:24]([CH2:25][CH2:26][CH3:27])[O:22]2)=[CH:7][C:8]=1[CH:11]1[CH2:12][CH2:13][CH:14]([CH2:17][CH2:18][CH2:19][CH2:20][CH3:21])[CH2:15][CH2:16]1, predict the reactants needed to synthesize it. The reactants are: [F:1][C:2]1[C:3]([OH:22])=[C:4]([CH:7]=[C:8]([CH:11]2[CH2:16][CH2:15][CH:14]([CH2:17][CH2:18][CH2:19][CH2:20][CH3:21])[CH2:13][CH2:12]2)[C:9]=1[F:10])[CH:5]=O.[CH:23](/B(O)O)=[CH:24]\[CH2:25][CH2:26][CH3:27].C(NCC1C=CC=CC=1)C1C=CC=CC=1.O.